This data is from Forward reaction prediction with 1.9M reactions from USPTO patents (1976-2016). The task is: Predict the product of the given reaction. (1) Given the reactants C1(P(C2C=CC=CC=2)C2C=CC=CC=2)C=CC=CC=1.N(C(OCC)=O)=NC(OCC)=O.[OH:32][C:33]1[CH:34]=[C:35]([CH:40]=[CH:41][C:42]=1[N+:43]([O-:45])=[O:44])[C:36]([O:38][CH3:39])=[O:37].[CH3:46][C:47](=[CH2:50])[CH2:48]O.Cl, predict the reaction product. The product is: [CH3:48][C:47](=[CH2:46])[CH2:50][O:32][C:33]1[CH:34]=[C:35]([CH:40]=[CH:41][C:42]=1[N+:43]([O-:45])=[O:44])[C:36]([O:38][CH3:39])=[O:37]. (2) Given the reactants [Cl:1][C:2]1[CH:10]=[C:9]([Cl:11])[C:8]([C:12]2[C:17]([F:18])=[CH:16][CH:15]=[CH:14][N:13]=2)=[CH:7][C:3]=1[C:4]([OH:6])=O.[NH2:19][C:20]1[N:24]([C:25]2[CH:30]=[CH:29][CH:28]=[CH:27][CH:26]=2)[N:23]=[C:22]([C:31]([O:33][CH2:34][CH3:35])=[O:32])[CH:21]=1.C(N(CC)C(C)C)(C)C.CC1CCCO1.CCCP(=O)=O, predict the reaction product. The product is: [Cl:1][C:2]1[CH:10]=[C:9]([Cl:11])[C:8]([C:12]2[C:17]([F:18])=[CH:16][CH:15]=[CH:14][N:13]=2)=[CH:7][C:3]=1[C:4]([NH:19][C:20]1[N:24]([C:25]2[CH:30]=[CH:29][CH:28]=[CH:27][CH:26]=2)[N:23]=[C:22]([C:31]([O:33][CH2:34][CH3:35])=[O:32])[CH:21]=1)=[O:6].